From a dataset of Catalyst prediction with 721,799 reactions and 888 catalyst types from USPTO. Predict which catalyst facilitates the given reaction. (1) Product: [CH3:1][C:2]([C@H:3]1[NH:4][C:34](=[O:36])[N:7]([C:8]2[CH:9]=[N:10][C:11]([O:14][C:15]3[CH:20]=[CH:19][C:18]([CH3:21])=[C:17]([O:22][CH3:23])[CH:16]=3)=[CH:12][CH:13]=2)[C:5]1=[O:6])([CH3:25])[CH3:24]. The catalyst class is: 4. Reactant: [CH3:1][C:2]([CH3:25])([CH3:24])[C@H:3]([C:5]([NH:7][C:8]1[CH:9]=[N:10][C:11]([O:14][C:15]2[CH:20]=[CH:19][C:18]([CH3:21])=[C:17]([O:22][CH3:23])[CH:16]=2)=[CH:12][CH:13]=1)=[O:6])[NH2:4].C(N(CC)CC)C.Cl[C:34](Cl)([O:36]C(=O)OC(Cl)(Cl)Cl)Cl.O. (2) Reactant: [F:1][C:2]([F:19])([F:18])[C:3]1[CH:8]=[CH:7][C:6]([C:9]2[C:10]([C:15](Cl)=[O:16])=[CH:11][CH:12]=[CH:13][CH:14]=2)=[CH:5][CH:4]=1.[NH2:20][C:21]1[CH:26]=[CH:25][C:24]([OH:27])=[CH:23][CH:22]=1.C/C(/O[Si](C)(C)C)=N\[Si](C)(C)C.C(=O)([O-])[O-].[K+].[K+]. Product: [OH:27][C:24]1[CH:25]=[CH:26][C:21]([NH:20][C:15]([C:10]2[C:9]([C:6]3[CH:7]=[CH:8][C:3]([C:2]([F:19])([F:18])[F:1])=[CH:4][CH:5]=3)=[CH:14][CH:13]=[CH:12][CH:11]=2)=[O:16])=[CH:22][CH:23]=1. The catalyst class is: 253.